This data is from Catalyst prediction with 721,799 reactions and 888 catalyst types from USPTO. The task is: Predict which catalyst facilitates the given reaction. (1) Reactant: C[O:2][C:3](=[O:35])[C:4]1[CH:9]=[C:8]([O:10][CH3:11])[CH:7]=[CH:6][C:5]=1[NH:12][C:13]1[N:14]([C:27]2[CH:32]=[CH:31][CH:30]=[CH:29][C:28]=2[O:33][CH3:34])[N:15]=[C:16]([CH2:25][CH3:26])[C:17]=1[C:18]1[S:19][CH:20]=[C:21]([CH2:23][CH3:24])[N:22]=1.[Li+].[OH-].O. Product: [CH2:25]([C:16]1[C:17]([C:18]2[S:19][CH:20]=[C:21]([CH2:23][CH3:24])[N:22]=2)=[C:13]([NH:12][C:5]2[CH:6]=[CH:7][C:8]([O:10][CH3:11])=[CH:9][C:4]=2[C:3]([OH:35])=[O:2])[N:14]([C:27]2[CH:32]=[CH:31][CH:30]=[CH:29][C:28]=2[O:33][CH3:34])[N:15]=1)[CH3:26]. The catalyst class is: 36. (2) Reactant: [C:1]12([CH2:11][NH:12][C:13](=[O:48])[C:14]3[CH:19]=[CH:18][N:17]=[C:16]([NH:20][CH2:21][CH2:22][CH2:23][N:24]([CH2:36][CH2:37][CH2:38][O:39][Si](C(C)(C)C)(C)C)[CH2:25][CH2:26][CH2:27][O:28][Si](C(C)(C)C)(C)C)[C:15]=3[Cl:47])[CH2:10][CH:5]3[CH2:6][CH:7]([CH2:9][CH:3]([CH2:4]3)[CH2:2]1)[CH2:8]2.[ClH:49]. Product: [ClH:47].[ClH:49].[C:1]12([CH2:11][NH:12][C:13](=[O:48])[C:14]3[CH:19]=[CH:18][N:17]=[C:16]([NH:20][CH2:21][CH2:22][CH2:23][N:24]([CH2:25][CH2:26][CH2:27][OH:28])[CH2:36][CH2:37][CH2:38][OH:39])[C:15]=3[Cl:47])[CH2:10][CH:5]3[CH2:4][CH:3]([CH2:9][CH:7]([CH2:6]3)[CH2:8]1)[CH2:2]2. The catalyst class is: 71. (3) Reactant: [NH:1]1[CH2:5][CH:4]=[CH:3][CH2:2]1.C1COCC1.O.[C:12]([O:16][C:17](O[C:17]([O:16][C:12]([CH3:15])([CH3:14])[CH3:13])=[O:18])=[O:18])([CH3:15])([CH3:14])[CH3:13]. Product: [C:17]([N:1]1[CH2:5][CH:4]=[CH:3][CH2:2]1)([O:16][C:12]([CH3:15])([CH3:14])[CH3:13])=[O:18]. The catalyst class is: 13. (4) Product: [CH2:1]([O:8][C:9]1[CH:10]=[C:11]2[C:12](=[CH:13][C:14]=1[O:15][CH3:16])[CH:20](/[CH:21]=[CH:22]/[C:23]1[CH:28]=[C:27]([O:29][CH3:30])[C:26]([O:31][CH3:32])=[CH:25][C:24]=1[O:33][CH3:34])[NH:19][CH2:18][CH2:17]2)[C:2]1[CH:7]=[CH:6][CH:5]=[CH:4][CH:3]=1. The catalyst class is: 10. Reactant: [CH2:1]([O:8][C:9]1[CH:10]=[C:11]([CH2:17][CH2:18][NH:19][C:20](=O)/[CH:21]=[CH:22]/[C:23]2[CH:28]=[C:27]([O:29][CH3:30])[C:26]([O:31][CH3:32])=[CH:25][C:24]=2[O:33][CH3:34])[CH:12]=[CH:13][C:14]=1[O:15][CH3:16])[C:2]1[CH:7]=[CH:6][CH:5]=[CH:4][CH:3]=1.O=P(Cl)(Cl)Cl.[BH4-].[Na+]. (5) Reactant: [F:1][C:2]1[C:11]2[N:10]3[CH2:12][CH2:13][CH2:14][CH:9]3[CH2:8][O:7][C:6]=2[CH:5]=[C:4]([NH2:15])[CH:3]=1.C[Al](C)C.N#N.[NH:22](/[C:26](/[CH3:32])=[CH:27]\[C:28](OC)=[O:29])[C:23]([CH3:25])=O. The catalyst class is: 2. Product: [F:1][C:2]1[C:11]2[N:10]3[CH2:12][CH2:13][CH2:14][CH:9]3[CH2:8][O:7][C:6]=2[CH:5]=[C:4]([N:15]2[C:28](=[O:29])[CH:27]=[C:26]([CH3:32])[N:22]=[C:23]2[CH3:25])[CH:3]=1.